This data is from Forward reaction prediction with 1.9M reactions from USPTO patents (1976-2016). The task is: Predict the product of the given reaction. (1) Given the reactants [CH3:1][O:2][C:3]([C:5]1([O:9][C:10]2[CH:15]=[CH:14][C:13]([Cl:16])=[CH:12][C:11]=2/[CH:17]=[C:18]2\[C:19](=[O:28])[NH:20][C:21]3[C:26]\2=[CH:25][CH:24]=[C:23]([Cl:27])[CH:22]=3)[CH2:8][CH2:7][CH2:6]1)=[O:4].[C:29]([O:33][C:34](O[C:34]([O:33][C:29]([CH3:32])([CH3:31])[CH3:30])=[O:35])=[O:35])([CH3:32])([CH3:31])[CH3:30], predict the reaction product. The product is: [C:29]([O:33][C:34]([N:20]1[C:21]2[C:26](=[CH:25][CH:24]=[C:23]([Cl:27])[CH:22]=2)[C:18](=[CH:17][C:11]2[CH:12]=[C:13]([Cl:16])[CH:14]=[CH:15][C:10]=2[O:9][C:5]2([C:3]([O:2][CH3:1])=[O:4])[CH2:8][CH2:7][CH2:6]2)[C:19]1=[O:28])=[O:35])([CH3:32])([CH3:31])[CH3:30]. (2) Given the reactants [O-]CC.[Na+].[F:5][C:6]([F:16])([F:15])[C:7]1[CH:8]=[C:9]([NH:13][NH2:14])[CH:10]=[CH:11][CH:12]=1.[C:17](#[N:20])[CH:18]=[CH2:19], predict the reaction product. The product is: [F:5][C:6]([F:15])([F:16])[C:7]1[CH:8]=[C:9]([N:13]2[CH2:19][CH2:18][C:17]([NH2:20])=[N:14]2)[CH:10]=[CH:11][CH:12]=1. (3) Given the reactants C([O:4][C:5]1[CH:6]=[C:7]2[C:12](=[CH:13][C:14]=1[O:15][CH3:16])[N:11]=[CH:10][N:9]=[C:8]2[NH:17][C:18]1[CH:23]=[CH:22][CH:21]=[C:20]([Br:24])[CH:19]=1)C=C.[CH3:25][C:26]1C=CC=C[C:31]=1C, predict the reaction product. The product is: [CH2:31]([C:6]1[C:5]([OH:4])=[C:14]([O:15][CH3:16])[CH:13]=[C:12]2[C:7]=1[C:8]([NH:17][C:18]1[CH:23]=[CH:22][CH:21]=[C:20]([Br:24])[CH:19]=1)=[N:9][CH:10]=[N:11]2)[CH:26]=[CH2:25].